Dataset: NCI-60 drug combinations with 297,098 pairs across 59 cell lines. Task: Regression. Given two drug SMILES strings and cell line genomic features, predict the synergy score measuring deviation from expected non-interaction effect. Drug 1: CCCS(=O)(=O)NC1=C(C(=C(C=C1)F)C(=O)C2=CNC3=C2C=C(C=N3)C4=CC=C(C=C4)Cl)F. Drug 2: CC1OCC2C(O1)C(C(C(O2)OC3C4COC(=O)C4C(C5=CC6=C(C=C35)OCO6)C7=CC(=C(C(=C7)OC)O)OC)O)O. Cell line: DU-145. Synergy scores: CSS=34.2, Synergy_ZIP=3.97, Synergy_Bliss=4.05, Synergy_Loewe=-15.5, Synergy_HSA=1.61.